This data is from Reaction yield outcomes from USPTO patents with 853,638 reactions. The task is: Predict the reaction yield, written as a fraction of the theoretical maximum amount of product (1.0 means a 100% yield; for example, 0.34 means a 34% yield). (1) The reactants are [Cl:1][C:2]1[CH:13]=[CH:12][C:5](/[CH:6]=[CH:7]/[S:8](Cl)(=[O:10])=[O:9])=[CH:4][CH:3]=1.[F:14][C:15]1[CH:21]=[CH:20][C:18]([NH2:19])=[CH:17][CH:16]=1. No catalyst specified. The product is [Cl:1][C:2]1[CH:13]=[CH:12][C:5](/[CH:6]=[CH:7]/[S:8]([NH:19][C:18]2[CH:20]=[CH:21][C:15]([F:14])=[CH:16][CH:17]=2)(=[O:10])=[O:9])=[CH:4][CH:3]=1. The yield is 0.685. (2) The reactants are [OH:1][C:2]([C:4](F)(F)F)=O.[NH2:8][C:9](=[NH:42])[N:10]1[CH2:14][C@@H:13]([C:15]2[CH:20]=[CH:19][C:18]([Cl:21])=[CH:17][CH:16]=2)[C@H:12]([C:22]([N:24]2[CH2:28][CH2:27][C@H:26]([N:29]([C@H:35]3[CH2:40][CH2:39][C@@H:38]([CH3:41])[CH2:37][CH2:36]3)[C:30](=[O:34])[CH:31]([CH3:33])[CH3:32])[CH2:25]2)=[O:23])[CH2:11]1.C(OC(=O)C)(=O)C. The catalyst is C(Cl)Cl. The product is [C:2]([NH:42][C:9](=[NH:8])[N:10]1[CH2:14][C@@H:13]([C:15]2[CH:20]=[CH:19][C:18]([Cl:21])=[CH:17][CH:16]=2)[C@H:12]([C:22]([N:24]2[CH2:28][CH2:27][C@H:26]([N:29]([C@H:35]3[CH2:36][CH2:37][C@@H:38]([CH3:41])[CH2:39][CH2:40]3)[C:30](=[O:34])[CH:31]([CH3:33])[CH3:32])[CH2:25]2)=[O:23])[CH2:11]1)(=[O:1])[CH3:4]. The yield is 0.850. (3) The reactants are [OH:1][C:2]1[CH:11]=[CH:10][CH:9]=[C:8]2[C:3]=1[CH:4]=[CH:5][CH:6]=[N+:7]2[O-].[C-]#N.[Na+].[CH2:16]([N:18](CC)CC)C.Cl[Si](C)(C)C. The catalyst is CN(C=O)C. The product is [OH:1][C:2]1[CH:11]=[CH:10][CH:9]=[C:8]2[C:3]=1[CH:4]=[CH:5][C:6]([C:16]#[N:18])=[N:7]2. The yield is 0.420. (4) The reactants are [O:1]=[C:2]1[NH:8][C:7]2[CH:9]=[CH:10][CH:11]=[CH:12][C:6]=2[O:5][C@H:4]([C:13]2[CH:18]=[CH:17][CH:16]=[CH:15][CH:14]=2)[C@@H:3]1[NH:19][C:20](=[O:26])[O:21][C:22]([CH3:25])([CH3:24])[CH3:23].I[CH:28]([CH3:30])[CH3:29].C(=O)([O-])[O-].[Cs+].[Cs+]. The catalyst is CN(C=O)C.O. The product is [CH:28]([N:8]1[C:7]2[CH:9]=[CH:10][CH:11]=[CH:12][C:6]=2[O:5][C@H:4]([C:13]2[CH:18]=[CH:17][CH:16]=[CH:15][CH:14]=2)[C@H:3]([NH:19][C:20](=[O:26])[O:21][C:22]([CH3:23])([CH3:25])[CH3:24])[C:2]1=[O:1])([CH3:30])[CH3:29]. The yield is 0.580. (5) The reactants are [C:1]([C:8]1([C:15]([O:17]C(C)(C)C)=[O:16])[NH:12]C(=O)N[C:9]1=O)(OC(C)(C)C)=O.[OH-].[Na+].O1[CH2:29][CH2:28][O:27][CH2:26]C1.[C:30](Cl)([O:32][CH2:33][CH:34]1[C:46]2[C:41](=[CH:42][CH:43]=[CH:44][CH:45]=2)[C:40]2[C:35]1=[CH:36][CH:37]=[CH:38][CH:39]=2)=[O:31]. The catalyst is COCCOC. The product is [C:30]([CH:9]1[CH2:41][CH:46]([C:34]2[CH:35]=[CH:36][CH:29]=[C:28]([O:27][CH3:26])[CH:33]=2)[CH2:45][CH2:1][C:8]1([NH2:12])[C:15]([OH:17])=[O:16])([O:32][CH2:33][CH:34]1[C:46]2[C:41](=[CH:42][CH:43]=[CH:44][CH:45]=2)[C:40]2[C:35]1=[CH:36][CH:37]=[CH:38][CH:39]=2)=[O:31]. The yield is 0.870. (6) The reactants are [Br:1][C:2]1[CH:7]=[CH:6][C:5]([N:8]2[C:16]([C:17]([NH:19][CH3:20])=[O:18])=[C:15]3[C:10]([CH:11]=[C:12]([N:24]([CH2:29][CH2:30][N:31]4C(=O)C5C(=CC=CC=5)C4=O)[S:25]([CH3:28])(=[O:27])=[O:26])[C:13]([CH:21]4[CH2:23][CH2:22]4)=[CH:14]3)=[N:9]2)=[CH:4][CH:3]=1.O.NN. The catalyst is C(O)C. The product is [NH2:31][CH2:30][CH2:29][N:24]([S:25]([CH3:28])(=[O:26])=[O:27])[C:12]1[C:13]([CH:21]2[CH2:22][CH2:23]2)=[CH:14][C:15]2[C:10]([CH:11]=1)=[N:9][N:8]([C:5]1[CH:4]=[CH:3][C:2]([Br:1])=[CH:7][CH:6]=1)[C:16]=2[C:17]([NH:19][CH3:20])=[O:18]. The yield is 0.930. (7) The reactants are [Cl:1][C:2]1[CH:29]=[CH:28][CH:27]=[CH:26][C:3]=1[CH2:4][N:5]([C:11]1[C:16]([C:17]([F:20])([F:19])[F:18])=[CH:15][C:14]([C:21]#[N:22])=[CH:13][C:12]=1[N+:23]([O-])=O)[C:6](=[O:10])[O:7][CH2:8][CH3:9].C(=O)(O)[O-].[Na+]. The catalyst is CO.[Cl-].[Ti+3].[Cl-].[Cl-]. The product is [NH2:23][C:12]1[CH:13]=[C:14]([C:21]#[N:22])[CH:15]=[C:16]([C:17]([F:19])([F:20])[F:18])[C:11]=1[N:5]([CH2:4][C:3]1[CH:26]=[CH:27][CH:28]=[CH:29][C:2]=1[Cl:1])[C:6](=[O:10])[O:7][CH2:8][CH3:9]. The yield is 1.00. (8) The reactants are [Cl:1][C:2]1[S:6][C:5]([S:7]([NH:10][C:11]2[CH:19]=[CH:18][C:14]([C:15]([OH:17])=[O:16])=[C:13]([OH:20])[CH:12]=2)(=[O:9])=[O:8])=[CH:4][C:3]=1[C:21]1[CH:26]=[CH:25][CH:24]=[C:23]([F:27])[CH:22]=1.[CH3:28][O:29][CH2:30][CH:31](O)[CH2:32][O:33][CH3:34]. No catalyst specified. The product is [Cl:1][C:2]1[S:6][C:5]([S:7]([NH:10][C:11]2[CH:19]=[CH:18][C:14]([C:15]([O:17][CH:31]([CH2:32][O:33][CH3:34])[CH2:30][O:29][CH3:28])=[O:16])=[C:13]([OH:20])[CH:12]=2)(=[O:8])=[O:9])=[CH:4][C:3]=1[C:21]1[CH:26]=[CH:25][CH:24]=[C:23]([F:27])[CH:22]=1. The yield is 0.480. (9) The reactants are [N].N1C2[C:5](=CC=CC=2)[CH:4]=[CH:3]1.[Br:11][C:12]1[CH:13]=[C:14]([C:21]([O:23][CH3:24])=[O:22])[C:15]2[CH:16]=[CH:17][NH:18][C:19]=2[CH:20]=1.[Cl-].C(C[P+](C)(C)C)#N.CC(O)C.[H-].[Na+]. The catalyst is C1COCC1. The product is [Br:11][C:12]1[CH:13]=[C:14]([C:21]([O:23][CH3:24])=[O:22])[C:15]2[CH:16]=[CH:17][N:18]([CH:4]([CH3:5])[CH3:3])[C:19]=2[CH:20]=1. The yield is 0.800. (10) The reactants are [C:1]([C@H:5]1[CH2:10][CH2:9][C@H:8]([O:11][C:12]2[CH:13]=[C:14]3[C:19](=[CH:20][CH:21]=2)[CH:18]=[C:17]([CH2:22][N:23]2[CH2:28][CH2:27][C:26](C)([C:29]([O:31]CC)=[O:30])[CH2:25][CH2:24]2)[CH:16]=[CH:15]3)[CH2:7][CH2:6]1)([CH3:4])([CH3:3])[CH3:2].[OH-].[Na+].O.Cl. The catalyst is CO. The product is [C:1]([C@H:5]1[CH2:10][CH2:9][C@H:8]([O:11][C:12]2[CH:13]=[C:14]3[C:19](=[CH:20][CH:21]=2)[CH:18]=[C:17]([CH2:22][N:23]2[CH2:24][CH2:25][CH:26]([C:29]([OH:31])=[O:30])[CH2:27][CH2:28]2)[CH:16]=[CH:15]3)[CH2:7][CH2:6]1)([CH3:4])([CH3:2])[CH3:3]. The yield is 0.800.